This data is from Peptide-MHC class I binding affinity with 185,985 pairs from IEDB/IMGT. The task is: Regression. Given a peptide amino acid sequence and an MHC pseudo amino acid sequence, predict their binding affinity value. This is MHC class I binding data. (1) The peptide sequence is IVLFQRFLR. The MHC is HLA-A11:01 with pseudo-sequence HLA-A11:01. The binding affinity (normalized) is 0.760. (2) The peptide sequence is SLDDYNHLV. The MHC is HLA-C05:01 with pseudo-sequence HLA-C05:01. The binding affinity (normalized) is 0.480. (3) The binding affinity (normalized) is 1.00. The peptide sequence is DTITNVTTM. The MHC is HLA-A26:02 with pseudo-sequence HLA-A26:02. (4) The peptide sequence is FTILEYLYI. The MHC is HLA-A02:01 with pseudo-sequence HLA-A02:01. The binding affinity (normalized) is 0.610. (5) The peptide sequence is IRFKDDSSF. The MHC is HLA-B57:01 with pseudo-sequence HLA-B57:01. The binding affinity (normalized) is 0.0847. (6) The peptide sequence is QPEWFRNVL. The MHC is HLA-A03:01 with pseudo-sequence HLA-A03:01. The binding affinity (normalized) is 0.0847.